From a dataset of Full USPTO retrosynthesis dataset with 1.9M reactions from patents (1976-2016). Predict the reactants needed to synthesize the given product. (1) The reactants are: [Cl:1][C:2]1[CH:3]=[CH:4][C:5]([N+:11]([O-])=O)=[C:6]([CH:10]=1)[C:7]([OH:9])=[O:8]. Given the product [NH2:11][C:5]1[CH:4]=[CH:3][C:2]([Cl:1])=[CH:10][C:6]=1[C:7]([OH:9])=[O:8], predict the reactants needed to synthesize it. (2) Given the product [CH2:22]([CH:23]([C:28]([O:30][CH3:31])=[O:29])[C:24]([O:26][CH3:27])=[O:25])[CH2:21][CH2:32][CH2:33][CH2:34][CH2:35][CH2:36][CH3:37].[CH2:47]([CH:42]([CH2:43][CH2:10][CH2:11][CH2:12][CH2:13][CH3:14])[CH2:40][CH:2]([C:1]([O:8][CH3:9])=[O:7])[C:3]([O:5][CH3:6])=[O:4])[CH2:46][CH2:48][CH2:49][CH2:50][CH2:51][CH2:52][CH3:53], predict the reactants needed to synthesize it. The reactants are: [C:1]([O:8][CH3:9])(=[O:7])[CH2:2][C:3]([O:5][CH3:6])=[O:4].[CH2:10]=[CH:11][CH2:12][CH2:13][CH2:14]CCC.O=O.O=[C:21]([CH2:32][CH2:33][CH2:34][CH2:35][CH2:36][CH3:37])[CH2:22][CH:23]([C:28]([O:30][CH3:31])=[O:29])[C:24]([O:26][CH3:27])=[O:25].CO[C:40]([CH:42]1[CH2:47][CH:46]([CH2:48][CH2:49][CH2:50][CH2:51][CH2:52][CH3:53])O[C:43]1=O)=O.